Dataset: Reaction yield outcomes from USPTO patents with 853,638 reactions. Task: Predict the reaction yield, written as a fraction of the theoretical maximum amount of product (1.0 means a 100% yield; for example, 0.34 means a 34% yield). (1) The reactants are [CH:1]([C:3]1[CH:4]=[C:5]([C:11]2[CH:16]=[CH:15][C:14]([C:17]#[N:18])=[CH:13][CH:12]=2)[CH:6]=[CH:7][C:8]=1[O:9][CH3:10])=[O:2].[CH3:19][Mg]Br.C(OCC)C.O. The catalyst is C1COCC1. The product is [OH:2][CH:1]([C:3]1[CH:4]=[C:5]([C:11]2[CH:12]=[CH:13][C:14]([C:17]#[N:18])=[CH:15][CH:16]=2)[CH:6]=[CH:7][C:8]=1[O:9][CH3:10])[CH3:19]. The yield is 0.910. (2) The reactants are C(OC([N:6]1[CH:15]=[C:14]([CH:16]=[O:17])[C:13]2[C:8](=[CH:9][C:10]([O:22][CH3:23])=[C:11]([O:18]C(=O)C)[CH:12]=2)[CH:7]1[CH2:24][C:25]1[CH:30]=[CH:29][CH:28]=[C:27]([O:31][CH2:32][CH3:33])[CH:26]=1)=O)C.[OH-].[K+]. The catalyst is CO. The product is [OH:18][C:11]1[CH:12]=[C:13]2[C:8](=[CH:9][C:10]=1[O:22][CH3:23])[CH:7]([CH2:24][C:25]1[CH:30]=[CH:29][CH:28]=[C:27]([O:31][CH2:32][CH3:33])[CH:26]=1)[NH:6][CH:15]=[C:14]2[CH:16]=[O:17]. The yield is 0.880. (3) The reactants are [CH3:1][C:2]1[O:3][C:4]2[CH2:5][CH2:6][C:7]3[CH:19]=[CH:18][CH:17]=[CH:16][C:8]=3[CH:9]([O:12][CH2:13][CH2:14][OH:15])[C:10]=2[N:11]=1.C(P(CCCC)CCCC)CCC.[CH2:33]([O:35][C:36](=[O:49])[CH:37]([O:46][CH2:47][CH3:48])[CH2:38][C:39]1[CH:44]=[CH:43][C:42](O)=[CH:41][CH:40]=1)[CH3:34].C1CCN(C(N=NC(N2CCCCC2)=O)=O)CC1. The catalyst is C1C=CC=CC=1.O. The product is [CH2:33]([O:35][C:36](=[O:49])[CH:37]([O:46][CH2:47][CH3:48])[CH2:38][C:39]1[CH:44]=[CH:43][C:42]([O:15][CH2:14][CH2:13][O:12][CH:9]2[C:8]3[CH:16]=[CH:17][CH:18]=[CH:19][C:7]=3[CH2:6][CH2:5][C:4]3[O:3][C:2]([CH3:1])=[N:11][C:10]2=3)=[CH:41][CH:40]=1)[CH3:34]. The yield is 0.400. (4) The reactants are Cl[C:2]1[N:7]=[CH:6][N:5]=[C:4]([NH:8][CH:9]2[CH2:13][CH2:12][N:11]([C:14]([O:16][C:17]([CH3:20])([CH3:19])[CH3:18])=[O:15])[CH2:10]2)[CH:3]=1.[O:21]([C:28]1[CH:34]=[CH:33][C:31]([NH2:32])=[CH:30][CH:29]=1)[C:22]1[CH:27]=[CH:26][CH:25]=[CH:24][CH:23]=1.C(O)(=O)C. The catalyst is C(O)C. The product is [O:21]([C:28]1[CH:29]=[CH:30][C:31]([NH:32][C:2]2[N:7]=[CH:6][N:5]=[C:4]([NH:8][CH:9]3[CH2:13][CH2:12][N:11]([C:14]([O:16][C:17]([CH3:20])([CH3:19])[CH3:18])=[O:15])[CH2:10]3)[CH:3]=2)=[CH:33][CH:34]=1)[C:22]1[CH:27]=[CH:26][CH:25]=[CH:24][CH:23]=1. The yield is 0.428. (5) The reactants are CC1(C)C(C)(C)OB([C:9]2[CH2:14][CH2:13][CH:12]([O:15][CH2:16][CH:17]3[CH2:22][CH2:21][N:20]([C:23]([O:25][C:26]([CH3:29])([CH3:28])[CH3:27])=[O:24])[CH2:19][CH2:18]3)[CH2:11][CH:10]=2)O1.FC(F)(F)S(O[C:37]1[C:38]([CH3:47])=[N:39][C:40]([S:43]([CH3:46])(=[O:45])=[O:44])=[CH:41][CH:42]=1)(=O)=O.C(=O)([O-])[O-].[Na+].[Na+].CC#N.O. The catalyst is CN(C=O)C. The product is [CH3:47][C:38]1[C:37]([C:9]2[CH2:14][CH2:13][CH:12]([O:15][CH2:16][CH:17]3[CH2:18][CH2:19][N:20]([C:23]([O:25][C:26]([CH3:29])([CH3:27])[CH3:28])=[O:24])[CH2:21][CH2:22]3)[CH2:11][CH:10]=2)=[CH:42][CH:41]=[C:40]([S:43]([CH3:46])(=[O:45])=[O:44])[N:39]=1. The yield is 0.577. (6) The reactants are [NH2:1][C:2]1[N:6]=[CH:5][NH:4][N:3]=1.[OH:7][C:8]([CH3:20])([CH3:19])[CH2:9][O:10][C:11]1([CH3:18])[CH2:16][CH2:15][C:14](=O)[CH2:13][CH2:12]1.C(O[BH-](OC(=O)C)OC(=O)C)(=O)C.[Na+]. The catalyst is C(O)(=O)C. The product is [CH3:20][C:8]([OH:7])([CH3:19])[CH2:9][O:10][C:11]1([CH3:18])[CH2:16][CH2:15][CH:14]([NH:1][C:2]2[N:6]=[CH:5][NH:4][N:3]=2)[CH2:13][CH2:12]1. The yield is 0.540. (7) The catalyst is O. The reactants are [Br:1][C:2]1[N:3]=[C:4]([NH:15][C@H:16]2[CH2:21][CH2:20][C@H:19]([O:22][CH3:23])[CH2:18][CH2:17]2)[C:5]([NH:8][CH2:9][C:10](OCC)=[O:11])=[N:6][CH:7]=1.P(=O)(O)(O)O. The yield is 0.890. The product is [Br:1][C:2]1[N:3]=[C:4]2[N:15]([C@H:16]3[CH2:21][CH2:20][C@H:19]([O:22][CH3:23])[CH2:18][CH2:17]3)[C:10](=[O:11])[CH2:9][NH:8][C:5]2=[N:6][CH:7]=1.